Dataset: Reaction yield outcomes from USPTO patents with 853,638 reactions. Task: Predict the reaction yield, written as a fraction of the theoretical maximum amount of product (1.0 means a 100% yield; for example, 0.34 means a 34% yield). (1) The reactants are C([N:8]1[CH2:16][C:15]2[C:10](=[CH:11][CH:12]=[CH:13][C:14]=2[CH:17]=[CH2:18])[CH2:9]1)C1C=CC=CC=1.ClC(OC(Cl)C)=O. The catalyst is ClCCCl. The product is [CH:17]([C:14]1[CH:13]=[CH:12][CH:11]=[C:10]2[C:15]=1[CH2:16][NH:8][CH2:9]2)=[CH2:18]. The yield is 0.710. (2) The reactants are Br[C:2]1[CH:3]=[C:4]2[C:9](=[CH:10][CH:11]=1)[C:8](=[O:12])[NH:7][CH2:6][C:5]2([CH3:14])[CH3:13].[B:15]1([B:15]2[O:19][C:18]([CH3:21])([CH3:20])[C:17]([CH3:23])([CH3:22])[O:16]2)[O:19][C:18]([CH3:21])([CH3:20])[C:17]([CH3:23])([CH3:22])[O:16]1.CC([O-])=O.[K+]. The catalyst is O1CCOCC1.C1C=CC(P(C2C=CC=CC=2)[C-]2C=CC=C2)=CC=1.C1C=CC(P(C2C=CC=CC=2)[C-]2C=CC=C2)=CC=1.Cl[Pd]Cl.[Fe+2]. The product is [CH3:13][C:5]1([CH3:14])[C:4]2[C:9](=[CH:10][CH:11]=[C:2]([B:15]3[O:19][C:18]([CH3:21])([CH3:20])[C:17]([CH3:23])([CH3:22])[O:16]3)[CH:3]=2)[C:8](=[O:12])[NH:7][CH2:6]1. The yield is 0.860.